From a dataset of Full USPTO retrosynthesis dataset with 1.9M reactions from patents (1976-2016). Predict the reactants needed to synthesize the given product. (1) Given the product [F:60][C:49]1[CH:50]=[N:51][C:52]2[C:57]([C:48]=1[O:46][CH2:45][C:42]1[N:40]3[N:41]=[C:36]([C:30]4[CH:31]=[CH:32][CH:33]=[CH:34][CH:35]=4)[CH:37]=[CH:38][C:39]3=[N:44][N:43]=1)=[CH:56][CH:55]=[C:54]([O:58][CH3:59])[CH:53]=2, predict the reactants needed to synthesize it. The reactants are: C(P(C(C)(C)C)C1C=CC2C(=CC=CC=2)C=1C1C2C(=CC=CC=2)C=CC=1)(C)(C)C.[C:30]1([C:36]2[CH:37]=[CH:38][C:39]3[N:40]([C:42]([CH2:45][OH:46])=[N:43][N:44]=3)[N:41]=2)[CH:35]=[CH:34][CH:33]=[CH:32][CH:31]=1.Cl[C:48]1[C:57]2[C:52](=[CH:53][C:54]([O:58][CH3:59])=[CH:55][CH:56]=2)[N:51]=[CH:50][C:49]=1[F:60].C(=O)([O-])[O-].[Cs+].[Cs+]. (2) Given the product [CH2:10]([O:9][C:5]1[C:4]([O:17][C:18]2[CH:23]=[CH:22][C:21]([Cl:24])=[CH:20][C:19]=2[Cl:25])=[CH:3][C:2]([C:27]#[N:28])=[C:7]([Cl:8])[CH:6]=1)[C:11]1[CH:16]=[CH:15][CH:14]=[CH:13][CH:12]=1, predict the reactants needed to synthesize it. The reactants are: Br[C:2]1[C:7]([Cl:8])=[CH:6][C:5]([O:9][CH2:10][C:11]2[CH:16]=[CH:15][CH:14]=[CH:13][CH:12]=2)=[C:4]([O:17][C:18]2[CH:23]=[CH:22][C:21]([Cl:24])=[CH:20][C:19]=2[Cl:25])[CH:3]=1.[Cu](C#N)[C:27]#[N:28].[C-]#N.[Na+]. (3) Given the product [Br:2][CH2:3][CH2:4][CH2:5][CH2:6][O:7][C@H:8]1[CH2:9][CH2:10][C@H:11]([N:14]([CH3:15])[S:24]([C:18]2[CH:19]=[CH:20][C:21]([F:23])=[CH:22][C:17]=2[F:16])(=[O:26])=[O:25])[CH2:12][CH2:13]1, predict the reactants needed to synthesize it. The reactants are: Cl.[Br:2][CH2:3][CH2:4][CH2:5][CH2:6][O:7][C@H:8]1[CH2:13][CH2:12][C@H:11]([NH:14][CH3:15])[CH2:10][CH2:9]1.[F:16][C:17]1[CH:22]=[C:21]([F:23])[CH:20]=[CH:19][C:18]=1[S:24](Cl)(=[O:26])=[O:25]. (4) Given the product [CH3:8][N:9]([CH3:10])[C:2](=[O:3])[O:4][CH2:5][S:24][C:22](=[O:25])[CH3:23], predict the reactants needed to synthesize it. The reactants are: Cl[C:2]([O:4][CH2:5]Cl)=[O:3].Cl.[CH3:8][NH:9][CH3:10].C(N(CC)C(C)C)(C)C.[I-].[Na+].[C:22]([OH:25])(=[S:24])[CH3:23].